Dataset: NCI-60 drug combinations with 297,098 pairs across 59 cell lines. Task: Regression. Given two drug SMILES strings and cell line genomic features, predict the synergy score measuring deviation from expected non-interaction effect. (1) Drug 1: CC12CCC3C(C1CCC2O)C(CC4=C3C=CC(=C4)O)CCCCCCCCCS(=O)CCCC(C(F)(F)F)(F)F. Drug 2: C1=NC(=NC(=O)N1C2C(C(C(O2)CO)O)O)N. Cell line: M14. Synergy scores: CSS=-2.82, Synergy_ZIP=9.73, Synergy_Bliss=5.96, Synergy_Loewe=-23.3, Synergy_HSA=-14.2. (2) Drug 1: C1CCC(C1)C(CC#N)N2C=C(C=N2)C3=C4C=CNC4=NC=N3. Drug 2: CCCS(=O)(=O)NC1=C(C(=C(C=C1)F)C(=O)C2=CNC3=C2C=C(C=N3)C4=CC=C(C=C4)Cl)F. Cell line: NCI-H226. Synergy scores: CSS=7.36, Synergy_ZIP=-2.41, Synergy_Bliss=3.97, Synergy_Loewe=1.20, Synergy_HSA=1.05.